The task is: Predict the product of the given reaction.. This data is from Forward reaction prediction with 1.9M reactions from USPTO patents (1976-2016). Given the reactants [C:1]([C:3]1[C@@H:8]([C:9]2[CH:14]=[CH:13][C:12]([C:15]#[N:16])=[CH:11][CH:10]=2)[N:7]2[N:17]=[C:18]([S:20](Cl)(=[O:22])=[O:21])[N:19]=[C:6]2[N:5]([C:24]2[CH:29]=[CH:28][CH:27]=[C:26]([C:30]([F:33])([F:32])[F:31])[CH:25]=2)[C:4]=1[CH3:34])#[N:2].[CH2:35]([NH2:37])[CH3:36].C(N(CC)CC)C, predict the reaction product. The product is: [C:1]([C:3]1[C@@H:8]([C:9]2[CH:14]=[CH:13][C:12]([C:15]#[N:16])=[CH:11][CH:10]=2)[N:7]2[N:17]=[C:18]([S:20]([NH:37][CH2:35][CH3:36])(=[O:22])=[O:21])[N:19]=[C:6]2[N:5]([C:24]2[CH:29]=[CH:28][CH:27]=[C:26]([C:30]([F:33])([F:32])[F:31])[CH:25]=2)[C:4]=1[CH3:34])#[N:2].